From a dataset of Ames mutagenicity test results for genotoxicity prediction. Regression/Classification. Given a drug SMILES string, predict its toxicity properties. Task type varies by dataset: regression for continuous values (e.g., LD50, hERG inhibition percentage) or binary classification for toxic/non-toxic outcomes (e.g., AMES mutagenicity, cardiotoxicity, hepatotoxicity). Dataset: ames. (1) The drug is Cl[C@@H]1CO1. The result is 1 (mutagenic). (2) The compound is O=C(O)/C(Cl)=C(/CCl)C(Cl)Cl. The result is 1 (mutagenic). (3) The result is 0 (non-mutagenic). The molecule is CC1CC2OC3C(O)CC(C)(C34CO4)C2(CO)C(=O)C1=O. (4) The compound is CCc1cccc(CC)c1N(COC)C(=O)CO. The result is 0 (non-mutagenic). (5) The drug is O=C(Cl)c1ccccc1Cl. The result is 1 (mutagenic).